This data is from Full USPTO retrosynthesis dataset with 1.9M reactions from patents (1976-2016). The task is: Predict the reactants needed to synthesize the given product. (1) Given the product [NH2:14][C:12]1[N:11]=[CH:7][C:6]2[S:5][C:4](=[O:9])[NH:3][C:2]=2[N:13]=1, predict the reactants needed to synthesize it. The reactants are: Cl[C:2]1[NH:3][C:4](=[O:9])[S:5][C:6]=1[CH:7]=O.Cl.[NH2:11][C:12]([NH2:14])=[NH:13].C([O-])([O-])=O.[K+].[K+].C([O-])(O)=O.[Na+]. (2) Given the product [O:2]1[C:6]2([CH2:11][CH2:10][CH:9]([CH:12]([NH:15][C:18]([N:17]([CH3:21])[CH3:16])=[O:19])[CH2:13][CH3:14])[CH2:8][CH2:7]2)[O:5][CH2:4][CH2:3]1, predict the reactants needed to synthesize it. The reactants are: Cl.[O:2]1[C:6]2([CH2:11][CH2:10][CH:9]([CH:12]([NH2:15])[CH2:13][CH3:14])[CH2:8][CH2:7]2)[O:5][CH2:4][CH2:3]1.[CH3:16][N:17]([CH3:21])[C:18](Cl)=[O:19]. (3) Given the product [C:25]([O:29][C:30]([NH:32][S:33]([NH:1][CH2:2][C@H:3]1[C@H:9]([C:10]2[CH:15]=[CH:14][C:13]([Cl:16])=[C:12]([Cl:17])[CH:11]=2)[O:8][CH2:7][CH2:6][N:5]([C:18]([O:20][C:21]([CH3:24])([CH3:23])[CH3:22])=[O:19])[CH2:4]1)(=[O:35])=[O:34])=[O:31])([CH3:28])([CH3:26])[CH3:27], predict the reactants needed to synthesize it. The reactants are: [NH2:1][CH2:2][C@H:3]1[C@H:9]([C:10]2[CH:15]=[CH:14][C:13]([Cl:16])=[C:12]([Cl:17])[CH:11]=2)[O:8][CH2:7][CH2:6][N:5]([C:18]([O:20][C:21]([CH3:24])([CH3:23])[CH3:22])=[O:19])[CH2:4]1.[C:25]([O:29][C:30]([N-:32][S:33](N1C=CC(=[N+](C)C)C=C1)(=[O:35])=[O:34])=[O:31])([CH3:28])([CH3:27])[CH3:26]. (4) Given the product [F:1][C:2]1[N:7]=[C:6]([C:8]2[N:9]([CH2:13][C:14]3[C:15]([CH2:21][CH2:22][CH3:23])=[CH:16][C:17]4[N:18]([CH:25]=[C:26]([C:28]([F:31])([F:30])[F:29])[N:20]=4)[N:19]=3)[CH:10]=[CH:11][N:12]=2)[CH:5]=[CH:4][CH:3]=1, predict the reactants needed to synthesize it. The reactants are: [F:1][C:2]1[N:7]=[C:6]([C:8]2[N:9]([CH2:13][C:14]3[N:19]=[N:18][C:17]([NH2:20])=[CH:16][C:15]=3[CH2:21][CH2:22][CH3:23])[CH:10]=[CH:11][N:12]=2)[CH:5]=[CH:4][CH:3]=1.Br[CH2:25][C:26]([C:28]([F:31])([F:30])[F:29])=O. (5) Given the product [C:32]([CH:34]1[CH2:37][N:36]([C:1]([C:4]2[N:5]=[C:6](/[CH:9]=[CH:10]\[S:11][C:12]([C:19]3[CH:24]=[CH:23][CH:22]=[CH:21][CH:20]=3)([C:25]3[CH:26]=[CH:27][CH:28]=[CH:29][CH:30]=3)[C:13]3[CH:14]=[CH:15][CH:16]=[CH:17][CH:18]=3)[S:7][CH:8]=2)=[O:3])[CH2:35]1)#[N:33], predict the reactants needed to synthesize it. The reactants are: [C:1]([C:4]1[N:5]=[C:6](/[CH:9]=[CH:10]\[S:11][C:12]([C:25]2[CH:30]=[CH:29][CH:28]=[CH:27][CH:26]=2)([C:19]2[CH:24]=[CH:23][CH:22]=[CH:21][CH:20]=2)[C:13]2[CH:18]=[CH:17][CH:16]=[CH:15][CH:14]=2)[S:7][CH:8]=1)([OH:3])=O.Cl.[C:32]([CH:34]1[CH2:37][NH:36][CH2:35]1)#[N:33]. (6) Given the product [F:1][C:2]1[CH:3]=[N:4][C:5]([NH:8][C:9]2[S:10][C:11]3[CH2:17][CH2:16][N:15]([CH2:18][CH2:19][CH2:20][NH:21][CH3:22])[C:14]4=[N:30][N:31]([CH2:33][C:34]5[CH:35]=[CH:36][C:37]([O:40][CH3:41])=[CH:38][CH:39]=5)[CH:32]=[C:13]4[C:12]=3[N:42]=2)=[N:6][CH:7]=1, predict the reactants needed to synthesize it. The reactants are: [F:1][C:2]1[CH:3]=[N:4][C:5]([NH:8][C:9]2[S:10][C:11]3[CH2:17][CH2:16][N:15]([CH2:18][CH2:19][CH2:20][N:21](C)[C:22](=O)OC(C)(C)C)[C:14]4=[N:30][N:31]([CH2:33][C:34]5[CH:39]=[CH:38][C:37]([O:40][CH3:41])=[CH:36][CH:35]=5)[CH:32]=[C:13]4[C:12]=3[N:42]=2)=[N:6][CH:7]=1.CCN(CC)CC. (7) Given the product [Br:7][C:6]1[C:2]2[N:1]=[C:20]([CH2:19][Cl:18])[NH:21][C:14](=[O:16])[C:3]=2[S:4][C:5]=1[C:8]1[CH:9]=[CH:10][CH:11]=[CH:12][CH:13]=1, predict the reactants needed to synthesize it. The reactants are: [NH2:1][C:2]1[C:6]([Br:7])=[C:5]([C:8]2[CH:13]=[CH:12][CH:11]=[CH:10][CH:9]=2)[S:4][C:3]=1[C:14]([O:16]C)=O.[Cl:18][CH2:19][C:20]#[N:21].